This data is from Plasma protein binding rate (PPBR) regression data from AstraZeneca. The task is: Regression/Classification. Given a drug SMILES string, predict its absorption, distribution, metabolism, or excretion properties. Task type varies by dataset: regression for continuous measurements (e.g., permeability, clearance, half-life) or binary classification for categorical outcomes (e.g., BBB penetration, CYP inhibition). For this dataset (ppbr_az), we predict Y. (1) The molecule is NC(=O)c1cnc(N[C@H]2CCCNC2)c2cc(-c3ccc(Cl)cc3)sc12. The Y is 99.2 %. (2) The compound is O=C(Cc1ccc(OCc2ccccc2)cc1)NO. The Y is 93.7 %. (3) The molecule is C[C@@H]1C[C@H]2[C@@H]3CCC4=CC(=O)C=C[C@]4(C)[C@@]3(F)[C@@H](O)C[C@]2(C)[C@@]1(O)C(=O)CO. The Y is 71.5 %. (4) The drug is Cc1cc(Nc2nc(N[C@@H](C)c3ccc(F)cc3)ncc2Cl)n[nH]1. The Y is 99.1 %. (5) The drug is COc1cc(OC)c(S(=O)(=O)N2c3ccccc3Oc3ccccc32)cc1NC(=O)Cc1ccnc(F)c1. The Y is 99.0 %. (6) The molecule is COCCC(Oc1ncnc2c1cnn2-c1ccccc1OC)C(=O)Nc1ccc(C)cn1. The Y is 86.0 %. (7) The molecule is CC(=O)Nc1ccc2ccn(-c3cc(NCCCN4CCCC4)n4ncc(C#N)c4n3)c2c1. The Y is 93.2 %.